From a dataset of CYP2D6 substrate classification data from Carbon-Mangels et al.. Regression/Classification. Given a drug SMILES string, predict its absorption, distribution, metabolism, or excretion properties. Task type varies by dataset: regression for continuous measurements (e.g., permeability, clearance, half-life) or binary classification for categorical outcomes (e.g., BBB penetration, CYP inhibition). Dataset: cyp2d6_substrate_carbonmangels. (1) The compound is O=C1CC2(CCCC2)CC(=O)N1CCCCN1CCN(c2ncccn2)CC1. The result is 1 (substrate). (2) The molecule is CN(C)S(=O)(=O)CCNC(=O)N(CCCl)N=O. The result is 1 (substrate). (3) The molecule is CCC(=O)O[C@](Cc1ccccc1)(c1ccccc1)[C@H](C)CN(C)C. The result is 0 (non-substrate). (4) The compound is CN1CC(=O)N2[C@H](Cc3c([nH]c4ccccc34)[C@H]2c2ccc3c(c2)OCO3)C1=O. The result is 0 (non-substrate). (5) The compound is C=C[C@H]1CN2CC[C@H]1C[C@@H]2[C@H](O)c1ccnc2ccc(OC)cc12. The result is 0 (non-substrate).